From a dataset of Forward reaction prediction with 1.9M reactions from USPTO patents (1976-2016). Predict the product of the given reaction. (1) Given the reactants [CH3:1][O:2][C:3]1[CH:8]=[CH:7][C:6]([CH2:9][C:10]#[N:11])=[CH:5][CH:4]=1.[C:12]1(=[O:18])[CH2:17][CH2:16][CH2:15][CH2:14][CH2:13]1.Cl.C(OCC)(=O)C, predict the reaction product. The product is: [C:10]([CH:9]([C:6]1[CH:7]=[CH:8][C:3]([O:2][CH3:1])=[CH:4][CH:5]=1)[C:12]1([OH:18])[CH2:17][CH2:16][CH2:15][CH2:14][CH2:13]1)#[N:11]. (2) Given the reactants C(=O)([O-])[O-].[K+].[K+].Cl.[CH3:8][O:9][C:10](=[O:23])[C@@H:11]([CH2:13][C:14]1[CH:19]=[CH:18][C:17]([CH3:20])=[C:16]([O:21][CH3:22])[CH:15]=1)[NH2:12].ClCCl.[Cl:27][CH2:28][C:29](Cl)=[O:30], predict the reaction product. The product is: [CH3:8][O:9][C:10](=[O:23])[C@H:11]([NH:12][C:29](=[O:30])[CH2:28][Cl:27])[CH2:13][C:14]1[CH:19]=[CH:18][C:17]([CH3:20])=[C:16]([O:21][CH3:22])[CH:15]=1. (3) Given the reactants [C:1]([C:3]1[C:4]([N:16]2[CH2:19][CH:18]([C:20]([OH:22])=O)[CH2:17]2)=[N:5][C:6]([CH2:14][F:15])=[C:7]([C:9]([O:11][CH2:12][CH3:13])=[O:10])[CH:8]=1)#[N:2].[F:23][C:24]1[CH:29]=[CH:28][C:27]([CH2:30][S:31]([NH2:34])(=[O:33])=[O:32])=[CH:26][CH:25]=1, predict the reaction product. The product is: [C:1]([C:3]1[C:4]([N:16]2[CH2:17][CH:18]([C:20]([NH:34][S:31]([CH2:30][C:27]3[CH:28]=[CH:29][C:24]([F:23])=[CH:25][CH:26]=3)(=[O:33])=[O:32])=[O:22])[CH2:19]2)=[N:5][C:6]([CH2:14][F:15])=[C:7]([CH:8]=1)[C:9]([O:11][CH2:12][CH3:13])=[O:10])#[N:2]. (4) Given the reactants [OH:1][C:2]1[CH:7]=[CH:6][C:5]([CH2:8][CH2:9][C:10]([O:12][CH3:13])=[O:11])=[CH:4][CH:3]=1.[CH3:14][C:15]1[CH:20]=[C:19]([O:21][CH:22]2[CH2:27][CH2:26][CH2:25][CH2:24][O:23]2)[CH:18]=[CH:17][C:16]=1[C:28]1[CH:33]=[CH:32][CH:31]=[C:30]([CH2:34]O)[CH:29]=1.C(P(CCCC)CCCC)CCC.N(C(N1CCCCC1)=O)=NC(N1CCCCC1)=O, predict the reaction product. The product is: [CH3:14][C:15]1[CH:20]=[C:19]([O:21][CH:22]2[CH2:27][CH2:26][CH2:25][CH2:24][O:23]2)[CH:18]=[CH:17][C:16]=1[C:28]1[CH:33]=[CH:32][CH:31]=[C:30]([CH2:34][O:1][C:2]2[CH:3]=[CH:4][C:5]([CH2:8][CH2:9][C:10]([O:12][CH3:13])=[O:11])=[CH:6][CH:7]=2)[CH:29]=1. (5) Given the reactants C[C:2]1(C)[CH2:10][C:9]2[NH:8][C:7]([CH:11]=[O:12])=[CH:6][C:5]=2[C:4](=[O:13])[CH2:3]1.C1(=O)CCCC(=O)C1.OC1O[C@H](CO)[C@@H](O)[C@H](O)[C@H]1N.Cl.C(=O)([O-])[O-].[Na+].[Na+].I([O-])(=O)(=O)=O.[Na+].C(=O)(O)[O-].[Na+], predict the reaction product. The product is: [O:13]=[C:4]1[CH2:3][CH2:2][CH2:10][C:9]2[NH:8][C:7]([CH:11]=[O:12])=[CH:6][C:5]1=2. (6) Given the reactants C([O:5][C:6](=[O:20])[C:7]([O:10][C:11]1[CH:16]=[CH:15][C:14]([CH:17]=[O:18])=[CH:13][C:12]=1[CH3:19])([CH3:9])[CH3:8])(C)(C)C.FC(F)(F)C(O)=O, predict the reaction product. The product is: [CH:17]([C:14]1[CH:15]=[CH:16][C:11]([O:10][C:7]([CH3:8])([CH3:9])[C:6]([OH:20])=[O:5])=[C:12]([CH3:19])[CH:13]=1)=[O:18]. (7) Given the reactants [NH2:1][CH2:2][C:3]1[C:4]([CH2:21][CH:22]([CH3:24])[CH3:23])=[N:5][C:6]([CH3:20])=[C:7]([C:12]=1[C:13]1[CH:18]=[CH:17][C:16]([CH3:19])=[CH:15][CH:14]=1)[C:8](OC)=[O:9].C1(C)C=CC=CC=1.[H-].C([Al+]CC(C)C)C(C)C.O.O.O.O.O.O.O.O.O.O.S([O-])([O-])(=O)=O.[Na+].[Na+].[OH-].[Na+].[C:61](O[C:61]([O:63][C:64]([CH3:67])([CH3:66])[CH3:65])=[O:62])([O:63][C:64]([CH3:67])([CH3:66])[CH3:65])=[O:62], predict the reaction product. The product is: [OH:9][CH2:8][C:7]1[C:12]([C:13]2[CH:14]=[CH:15][C:16]([CH3:19])=[CH:17][CH:18]=2)=[C:3]([CH2:2][NH:1][C:61](=[O:62])[O:63][C:64]([CH3:67])([CH3:66])[CH3:65])[C:4]([CH2:21][CH:22]([CH3:24])[CH3:23])=[N:5][C:6]=1[CH3:20]. (8) Given the reactants Br[CH2:2][CH2:3][O:4][Si:5]([C:8]([CH3:11])([CH3:10])[CH3:9])([CH3:7])[CH3:6].C(=O)([O-])[O-].[K+].[K+].[CH:18]1([C:21]2[CH:22]=[C:23]([NH2:37])[CH:24]=[C:25]3[C:29]=2[N:28]([C:30]2[N:35]=[CH:34][C:33]([CH3:36])=[CH:32][N:31]=2)[CH:27]=[CH:26]3)[CH2:20][CH2:19]1, predict the reaction product. The product is: [Si:5]([O:4][CH2:3][CH2:2][NH:37][C:23]1[CH:24]=[C:25]2[C:29](=[C:21]([CH:18]3[CH2:19][CH2:20]3)[CH:22]=1)[N:28]([C:30]1[N:35]=[CH:34][C:33]([CH3:36])=[CH:32][N:31]=1)[CH:27]=[CH:26]2)([C:8]([CH3:11])([CH3:10])[CH3:9])([CH3:7])[CH3:6]. (9) Given the reactants [S:1]([OH:5])(=[O:4])(=[O:3])[CH3:2].[CH3:6][O:7][C:8]1[N:13]=[C:12](/[CH:14]=[CH:15]/[C:16]2[N:34]=[C:19]3[C@H:20]([C:24]4[CH:29]=[CH:28][CH:27]=[CH:26][C:25]=4[C:30]([F:33])([F:32])[F:31])[CH2:21][CH2:22][CH2:23][N:18]3[N:17]=2)[CH:11]=[CH:10][C:9]=1[N:35]1[CH:39]=[C:38]([CH3:40])[N:37]=[CH:36]1.C(O)C, predict the reaction product. The product is: [S:1]([OH:5])(=[O:4])(=[O:3])[CH3:2].[CH3:6][O:7][C:8]1[N:13]=[C:12](/[CH:14]=[CH:15]/[C:16]2[N:34]=[C:19]3[C@H:20]([C:24]4[CH:29]=[CH:28][CH:27]=[CH:26][C:25]=4[C:30]([F:33])([F:32])[F:31])[CH2:21][CH2:22][CH2:23][N:18]3[N:17]=2)[CH:11]=[CH:10][C:9]=1[N:35]1[CH:39]=[C:38]([CH3:40])[N:37]=[CH:36]1.